Dataset: Forward reaction prediction with 1.9M reactions from USPTO patents (1976-2016). Task: Predict the product of the given reaction. Given the reactants Cl[CH2:2][C:3]([N:5]1[C@@H:9]([C:10]#[CH:11])[CH2:8][CH2:7][C@H:6]1[C:12]#[N:13])=[O:4].[NH2:14][C:15]([CH3:27])([CH3:26])[CH2:16][O:17][C:18]1[CH:25]=[CH:24][C:21]([C:22]#[N:23])=[CH:20][N:19]=1, predict the reaction product. The product is: [CH3:27][C:15]([NH:14][CH2:2][C:3]([N:5]1[C@@H:9]([C:10]#[CH:11])[CH2:8][CH2:7][C@H:6]1[C:12]#[N:13])=[O:4])([CH3:26])[CH2:16][O:17][C:18]1[CH:25]=[CH:24][C:21]([C:22]#[N:23])=[CH:20][N:19]=1.